This data is from Reaction yield outcomes from USPTO patents with 853,638 reactions. The task is: Predict the reaction yield, written as a fraction of the theoretical maximum amount of product (1.0 means a 100% yield; for example, 0.34 means a 34% yield). (1) The reactants are [Cl-].[C:2]([C@@H:5]1[CH2:9][CH:8]([CH2:10][OH:11])[CH2:7][NH2+:6]1)([OH:4])=[O:3].[OH-].[Na+].C(=O)(OC(C)(C)C)[O:15][C:16]([O:18][C:19]([CH3:22])([CH3:21])[CH3:20])=O. The catalyst is C1COCC1.O. The product is [C:19]([O:18][C:16]([N:6]1[CH2:7][CH:8]([CH2:10][OH:11])[CH2:9][C@H:5]1[C:2]([OH:4])=[O:3])=[O:15])([CH3:22])([CH3:21])[CH3:20]. The yield is 0.840. (2) The reactants are [CH2:1]([N:8]1[C:12](=[O:13])[N:11]([C:14]2[CH:15]=[N:16][N:17]([CH2:19][C:20]3[C:21]([CH3:26])=[N:22][O:23][C:24]=3[CH3:25])[CH:18]=2)[C:10](=[O:27])[NH:9]1)[C:2]1[CH:7]=[CH:6][CH:5]=[CH:4][CH:3]=1.[CH3:28][O:29][CH2:30]Br. No catalyst specified. The product is [CH2:1]([N:8]1[C:12](=[O:13])[N:11]([C:14]2[CH:15]=[N:16][N:17]([CH2:19][C:20]3[C:21]([CH3:26])=[N:22][O:23][C:24]=3[CH3:25])[CH:18]=2)[C:10](=[O:27])[N:9]1[CH2:28][O:29][CH3:30])[C:2]1[CH:3]=[CH:4][CH:5]=[CH:6][CH:7]=1. The yield is 0.180. (3) The reactants are [Cl:1]C(N(C)C)=C(C)C.[Br:9][C:10]1[CH:11]=[C:12]2[C:22](=[CH:23][CH:24]=1)[O:21][C:15]1[CH:16]=[N:17][C:18]([Cl:20])=[CH:19][C:14]=1[C:13]2([NH:28][C:29]([NH:31][C:32](=[O:42])[C:33]1[CH:38]=[CH:37][C:36]([N+:39]([O-:41])=[O:40])=[CH:35][CH:34]=1)=[S:30])[CH2:25][CH2:26]O. The catalyst is C(Cl)Cl. The product is [ClH:1].[Br:9][C:10]1[CH:11]=[C:12]2[C:13]3([CH2:25][CH2:26][S:30][C:29]([NH:31][C:32](=[O:42])[C:33]4[CH:34]=[CH:35][C:36]([N+:39]([O-:41])=[O:40])=[CH:37][CH:38]=4)=[N:28]3)[C:14]3[CH:19]=[C:18]([Cl:20])[N:17]=[CH:16][C:15]=3[O:21][C:22]2=[CH:23][CH:24]=1. The yield is 0.850.